The task is: Regression. Given two drug SMILES strings and cell line genomic features, predict the synergy score measuring deviation from expected non-interaction effect.. This data is from NCI-60 drug combinations with 297,098 pairs across 59 cell lines. (1) Drug 1: CC1=C2C(C(=O)C3(C(CC4C(C3C(C(C2(C)C)(CC1OC(=O)C(C(C5=CC=CC=C5)NC(=O)OC(C)(C)C)O)O)OC(=O)C6=CC=CC=C6)(CO4)OC(=O)C)OC)C)OC. Drug 2: C1=NNC2=C1C(=O)NC=N2. Cell line: OVCAR-4. Synergy scores: CSS=30.8, Synergy_ZIP=-7.18, Synergy_Bliss=-5.20, Synergy_Loewe=-5.97, Synergy_HSA=-2.44. (2) Drug 1: CC1=CC2C(CCC3(C2CCC3(C(=O)C)OC(=O)C)C)C4(C1=CC(=O)CC4)C. Drug 2: C1=CN(C(=O)N=C1N)C2C(C(C(O2)CO)O)O.Cl. Cell line: U251. Synergy scores: CSS=16.7, Synergy_ZIP=-6.96, Synergy_Bliss=0.254, Synergy_Loewe=-7.03, Synergy_HSA=1.01. (3) Cell line: HL-60(TB). Drug 1: CC(C1=C(C=CC(=C1Cl)F)Cl)OC2=C(N=CC(=C2)C3=CN(N=C3)C4CCNCC4)N. Synergy scores: CSS=26.4, Synergy_ZIP=13.6, Synergy_Bliss=13.3, Synergy_Loewe=-7.45, Synergy_HSA=8.79. Drug 2: C1=CN(C=N1)CC(O)(P(=O)(O)O)P(=O)(O)O.